This data is from Forward reaction prediction with 1.9M reactions from USPTO patents (1976-2016). The task is: Predict the product of the given reaction. (1) Given the reactants Br[C:2]1[CH:17]=[CH:16][C:5]([O:6][C:7]2[N:12]=[C:11]([CH3:13])[C:10]([CH:14]=[O:15])=[CH:9][CH:8]=2)=[C:4]([F:18])[CH:3]=1.[CH3:19][N:20](C=O)C, predict the reaction product. The product is: [F:18][C:4]1[CH:3]=[C:2]([CH:17]=[CH:16][C:5]=1[O:6][C:7]1[CH:8]=[CH:9][C:10]([CH:14]=[O:15])=[C:11]([CH3:13])[N:12]=1)[C:19]#[N:20]. (2) The product is: [CH3:1][O:2][C:3]1[CH:4]=[C:5]2[C:10](=[CH:11][C:12]=1[O:13][CH3:14])[N:9]=[CH:8][N:7]=[C:6]2[O:15][C:16]1[CH:22]=[CH:21][C:19]([NH:20][C:33]([NH:32][C:27]2[CH:28]=[CH:29][CH:30]=[CH:31][C:26]=2[O:25][CH3:24])=[O:34])=[CH:18][C:17]=1[CH3:23]. Given the reactants [CH3:1][O:2][C:3]1[CH:4]=[C:5]2[C:10](=[CH:11][C:12]=1[O:13][CH3:14])[N:9]=[CH:8][N:7]=[C:6]2[O:15][C:16]1[CH:22]=[CH:21][C:19]([NH2:20])=[CH:18][C:17]=1[CH3:23].[CH3:24][O:25][C:26]1[CH:31]=[CH:30][CH:29]=[CH:28][C:27]=1[N:32]=[C:33]=[O:34].CO, predict the reaction product. (3) Given the reactants [CH3:1][C:2]1[CH:7]=[CH:6][N:5]2[C:8]([C:11]([NH:13][C:14]3[CH:19]=[C:18]([C:20]4[N:24]=[C:23]([CH2:25][CH2:26][C@:27]([OH:33])([CH3:32])[C:28]([F:31])([F:30])[F:29])[O:22][N:21]=4)[CH:17]=[CH:16][C:15]=3[CH3:34])=[O:12])=[CH:9][N:10]=[C:4]2[CH:3]=1.[H-].[Na+].[P:37](Cl)(=[O:42])([O:40][CH3:41])[O:38][CH3:39], predict the reaction product. The product is: [P:37]([O:33][C@:27]([CH3:32])([CH2:26][CH2:25][C:23]1[O:22][N:21]=[C:20]([C:18]2[CH:17]=[CH:16][C:15]([CH3:34])=[C:14]([NH:13][C:11]([C:8]3[N:5]4[CH:6]=[CH:7][C:2]([CH3:1])=[CH:3][C:4]4=[N:10][CH:9]=3)=[O:12])[CH:19]=2)[N:24]=1)[C:28]([F:30])([F:29])[F:31])([O:40][CH3:41])([O:38][CH3:39])=[O:42]. (4) Given the reactants [F:1][C:2]1[CH:16]=[CH:15][C:5]([C:6]([NH:8][CH:9]2[CH2:14][CH2:13][NH:12][CH2:11][CH2:10]2)=[O:7])=[CH:4][CH:3]=1.N1C=CC=CC=1.[CH3:23][S:24](Cl)(=[O:26])=[O:25].O, predict the reaction product. The product is: [F:1][C:2]1[CH:16]=[CH:15][C:5]([C:6]([NH:8][CH:9]2[CH2:14][CH2:13][N:12]([S:24]([CH3:23])(=[O:26])=[O:25])[CH2:11][CH2:10]2)=[O:7])=[CH:4][CH:3]=1. (5) Given the reactants [C:1]([C:5]1[N:10]=[CH:9][C:8]([C:11]2[N:12]([C:32]([N:34]3[CH2:39][CH2:38][CH:37]([CH2:40][C:41]([OH:43])=O)[CH2:36][CH2:35]3)=[O:33])[C@@:13]([C:25]3[CH:30]=[CH:29][C:28]([Cl:31])=[CH:27][CH:26]=3)([CH3:24])[C@@:14]([C:17]3[CH:22]=[CH:21][C:20]([Cl:23])=[CH:19][CH:18]=3)([CH3:16])[N:15]=2)=[C:7]([O:44][CH2:45][CH3:46])[CH:6]=1)([CH3:4])([CH3:3])[CH3:2].[CH2:47]([NH:49][CH2:50][CH3:51])[CH3:48], predict the reaction product. The product is: [C:1]([C:5]1[N:10]=[CH:9][C:8]([C:11]2[N:12]([C:32]([N:34]3[CH2:35][CH2:36][CH:37]([CH2:40][C:41]([N:49]([CH2:50][CH3:51])[CH2:47][CH3:48])=[O:43])[CH2:38][CH2:39]3)=[O:33])[C@@:13]([C:25]3[CH:30]=[CH:29][C:28]([Cl:31])=[CH:27][CH:26]=3)([CH3:24])[C@@:14]([C:17]3[CH:18]=[CH:19][C:20]([Cl:23])=[CH:21][CH:22]=3)([CH3:16])[N:15]=2)=[C:7]([O:44][CH2:45][CH3:46])[CH:6]=1)([CH3:2])([CH3:3])[CH3:4].